This data is from Cav3 T-type calcium channel HTS with 100,875 compounds. The task is: Binary Classification. Given a drug SMILES string, predict its activity (active/inactive) in a high-throughput screening assay against a specified biological target. (1) The drug is O1C(Nc2ncccc2)c2c(c(OC)c(OC)cc2)C1=O. The result is 0 (inactive). (2) The drug is N1(CCCCCC1)c1ncnc2nc[nH]c12. The result is 0 (inactive). (3) The compound is Oc1cc(N2Cc3c(C2)cccc3)ccc1C(OCC)=O. The result is 0 (inactive). (4) The drug is s1c(c2nn(cc2C(=O)Nc2c3c(ccc2)cccc3)c2ccccc2)ccc1. The result is 0 (inactive). (5) The molecule is O=C(N(C1CCCCC1)Cc1onc(n1)c1ccc(cc1)C)c1cc(OC)c(OC)cc1. The result is 1 (active).